From a dataset of NCI-60 drug combinations with 297,098 pairs across 59 cell lines. Regression. Given two drug SMILES strings and cell line genomic features, predict the synergy score measuring deviation from expected non-interaction effect. (1) Drug 1: CC1C(C(CC(O1)OC2CC(OC(C2O)C)OC3=CC4=CC5=C(C(=O)C(C(C5)C(C(=O)C(C(C)O)O)OC)OC6CC(C(C(O6)C)O)OC7CC(C(C(O7)C)O)OC8CC(C(C(O8)C)O)(C)O)C(=C4C(=C3C)O)O)O)O. Drug 2: COCCOC1=C(C=C2C(=C1)C(=NC=N2)NC3=CC=CC(=C3)C#C)OCCOC.Cl. Cell line: HL-60(TB). Synergy scores: CSS=13.3, Synergy_ZIP=-0.240, Synergy_Bliss=-2.04, Synergy_Loewe=-27.3, Synergy_HSA=-3.48. (2) Drug 1: CC(C1=C(C=CC(=C1Cl)F)Cl)OC2=C(N=CC(=C2)C3=CN(N=C3)C4CCNCC4)N. Drug 2: COC1=CC(=CC(=C1O)OC)C2C3C(COC3=O)C(C4=CC5=C(C=C24)OCO5)OC6C(C(C7C(O6)COC(O7)C8=CC=CS8)O)O. Cell line: NCI-H226. Synergy scores: CSS=21.9, Synergy_ZIP=-2.33, Synergy_Bliss=-1.48, Synergy_Loewe=-6.05, Synergy_HSA=-0.580. (3) Drug 1: CC1=C(C(=CC=C1)Cl)NC(=O)C2=CN=C(S2)NC3=CC(=NC(=N3)C)N4CCN(CC4)CCO. Drug 2: CN(CCCl)CCCl.Cl. Cell line: NCI-H322M. Synergy scores: CSS=4.31, Synergy_ZIP=-0.823, Synergy_Bliss=-1.74, Synergy_Loewe=-44.6, Synergy_HSA=-3.47. (4) Drug 1: CC1OCC2C(O1)C(C(C(O2)OC3C4COC(=O)C4C(C5=CC6=C(C=C35)OCO6)C7=CC(=C(C(=C7)OC)O)OC)O)O. Drug 2: C1CC(C1)(C(=O)O)C(=O)O.[NH2-].[NH2-].[Pt+2]. Cell line: SF-268. Synergy scores: CSS=35.2, Synergy_ZIP=-5.76, Synergy_Bliss=0.955, Synergy_Loewe=-3.56, Synergy_HSA=3.78.